From a dataset of Catalyst prediction with 721,799 reactions and 888 catalyst types from USPTO. Predict which catalyst facilitates the given reaction. (1) Reactant: [NH:1]1[CH2:5][CH:4]=[CH:3][CH2:2]1.[CH:6]1([N:9]2[C:18]3[C:13](=[CH:14][C:15]([F:22])=[C:16](F)[C:17]=3[O:19][CH3:20])[C:12](=[O:23])[C:11]([C:24]([OH:26])=[O:25])=[CH:10]2)[CH2:8][CH2:7]1. Product: [CH:6]1([N:9]2[C:18]3[C:13](=[CH:14][C:15]([F:22])=[C:16]([N:1]4[CH2:5][CH:4]=[CH:3][CH2:2]4)[C:17]=3[O:19][CH3:20])[C:12](=[O:23])[C:11]([C:24]([OH:26])=[O:25])=[CH:10]2)[CH2:7][CH2:8]1. The catalyst class is: 3. (2) Reactant: [O:1]([CH2:8][C:9]1[CH:14]=[CH:13][C:12]([CH2:15][CH2:16][C:17]([O:19]CC)=[O:18])=[CH:11][CH:10]=1)[C:2]1[CH:7]=[CH:6][CH:5]=[CH:4][CH:3]=1.[OH-].[Na+]. Product: [O:1]([CH2:8][C:9]1[CH:10]=[CH:11][C:12]([CH2:15][CH2:16][C:17]([OH:19])=[O:18])=[CH:13][CH:14]=1)[C:2]1[CH:3]=[CH:4][CH:5]=[CH:6][CH:7]=1. The catalyst class is: 36. (3) Reactant: [F:1][CH2:2][C:3]([CH2:7][F:8])([OH:6])[C:4]#[CH:5].[CH3:9][S:10](Cl)(=[O:12])=[O:11].C(N(CC)CC)C. Product: [CH3:9][S:10]([O:6][C:3]([CH2:7][F:8])([C:4]#[CH:5])[CH2:2][F:1])(=[O:12])=[O:11]. The catalyst class is: 310. (4) Reactant: [NH2:1][C:2]1[N:14]=[C:13]([C:15]2[C:20]([O:21][CH2:22][C:23]3[CH:28]=[CH:27][C:26]([O:29][CH3:30])=[CH:25][CH:24]=3)=[CH:19][CH:18]=[CH:17][C:16]=2[O:31][CH2:32][CH:33]2[CH2:35][CH2:34]2)[CH:12]=[C:11]([CH:36]2[CH2:41][CH2:40][CH2:39][N:38]([C:42]([O:44][C:45]([CH3:48])([CH3:47])[CH3:46])=[O:43])[CH2:37]2)[C:3]=1[C:4](OC(C)(C)C)=[O:5].COCCO[AlH2-]OCCOC.[Na+]. Product: [NH2:1][C:2]1[C:3]([CH2:4][OH:5])=[C:11]([CH:36]2[CH2:41][CH2:40][CH2:39][N:38]([C:42]([O:44][C:45]([CH3:47])([CH3:48])[CH3:46])=[O:43])[CH2:37]2)[CH:12]=[C:13]([C:15]2[C:20]([O:21][CH2:22][C:23]3[CH:24]=[CH:25][C:26]([O:29][CH3:30])=[CH:27][CH:28]=3)=[CH:19][CH:18]=[CH:17][C:16]=2[O:31][CH2:32][CH:33]2[CH2:34][CH2:35]2)[N:14]=1. The catalyst class is: 7.